Task: Binary Classification. Given a miRNA mature sequence and a target amino acid sequence, predict their likelihood of interaction.. Dataset: Experimentally validated miRNA-target interactions with 360,000+ pairs, plus equal number of negative samples (1) The protein sequence of the target gene is MGTPAGAGTRPTGAGTVEGVGIPPGLQTDYETLLSRFQEMDSVRFEDFTELWRSMKFATIFCGKMRNLKKNMFTKEALALAWRYFLPPHTFQIRVGALYLLYGLYNTQLCQPKQKIRVALKDWDEVIRFQQDLMNAQHFDAAFVFRKLRLDRAFHFTAMPKLLSCRMKKKVQQTEVTQKFKDPNDRVMKLITSDVLEEMLNVHDHYQNMKHAISADKSMPDRALSLVKEDFFENIKNIVLEHQEWHKERKNPSLKPKLKDGEENGEGSSEEPERCERAVSLAKIKAKAFSAVVPVSKSRR.... Result: 0 (no interaction). The miRNA is rno-let-7i-5p with sequence UGAGGUAGUAGUUUGUGCUGUU. (2) The miRNA is hsa-miR-3124-5p with sequence UUCGCGGGCGAAGGCAAAGUC. The protein sequence of the target gene is MAESGESGGPPGSQDSAAGAEGAGAPAAAASAEPKIMKVTVKTPKEKEEFAVPENSSVQQFKEEISKRFKSHTDQLVLIFAGKILKDQDTLSQHGIHDGLTVHLVIKTQNRPQDHSAQQTNTAGSNVTTSSTPNSNSTSGSATSNPFGLGGLGGLAGLSSLGLNTTNFSELQSQMQRQLLSNPEMMVQIMENPFVQSMLSNPDLMRQLIMANPQMQQLIQRNPEISHMLNNPDIMRQTLELARNPAMMQEMMRNQDRALSNLESIPGGYNALRRMYTDIQEPMLSAAQEQFGGNPFASLV.... Result: 0 (no interaction). (3) The miRNA is hsa-miR-3914 with sequence AAGGAACCAGAAAAUGAGAAGU. The protein sequence of the target gene is MDRMASSMKQVSNPLPKVLSRRGVGAGMEAAERESFERTQTVSVNKAINTQEVAVKEKHARTCILGTHHEKGAQTFWSVVNRLPLSSNAMLCWKFCHVFHKLLRDGHPNVLKDSLRYKNELSDMSRMWGHLSEGYGQLCSIYLKLLRTRMEYHTKNPRFPGNLQMSDRQLDEAGESDVNNFFQLTVEMFDYLECELNLFQTVFNSLDMSRSVSVTTAGQCRLAPLIQVILDCSHLYDYTVKLLFKLHSCLPADTLQGHRDRFMEQFTKLKDLFQRSSNLQYFKRLIQIPQLPENPPNFLR.... Result: 0 (no interaction). (4) The miRNA is mmu-miR-24-3p with sequence UGGCUCAGUUCAGCAGGAACAG. The protein sequence of the target gene is MSEPIRVLVTGAAGQIAYSLLYSIGNGSVFGKDQPIILVLLDITPMMGVLDGVLMELQDCALPLLQDVIATDKEEIAFKDLDVAVLVGSMPRREGMERKDLLKANVKIFKSQGTALEKYAKKSVKVIVVGNPANTNCLTASKSAPSIPKENFSCLTRLDHNRAKSQIALKLGVTADDVKNVIIWGNHSSTQYPDVNHAKVKLQGKEVGVYEALKDDSWLKGEFITTVQQRGAAVIKARKLSSAMSAAKAIADHIRDIWFGTPEGEFVSMGVISDGNSYGVPDDLLYSFPVVIKNKTWKFV.... Result: 1 (interaction). (5) The miRNA is hsa-miR-3925-5p with sequence AAGAGAACUGAAAGUGGAGCCU. The protein sequence of the target gene is MKLRSKAAALLLLALAALLLALLSLRAGRAEPPALPARPASAPQRHPAPVPARWPGPGALPGASPGVRRRRPPRPRPRAGRRGAARLEKLARRPGEPRSFQAVLPPELWIHLAVVACGNRLEETLVMLKSAVLFSHRKIQFHIFTEDSLKPEFDKQLRQWPDSYTKKFEHRIYPITFSVGNPQEWKKLFKPCAAQRLFLPVILKDVDSLLYVDTDVLFLRPVDDIWKLLRLFNSTQLAAMAPEHEIPKIGWYSRFARHPFYGSAGVNSGVMLMNLTRIRSTQFKNSMIPTGLAWEDMLYP.... Result: 1 (interaction). (6) The miRNA is hsa-miR-6842-5p with sequence UGGGGGUGGUCUCUAGCCAAGG. Result: 0 (no interaction). The protein sequence of the target gene is MCHGRIAPKSTSVFAVASVGHGVFLPLVILCTLLGDGLASVCPLPPEPENGGYICHPRPCRDPLTAGSVIEYLCAEGYMLKGDYKYLTCKNGEWKPAMEISCRLNEDKDTHTSLGVPTLSIVASTASSVALILLLVVLFVLLQPKLKSFHHSRRDQGVSGDQVSIMVDGVQVALPSYEEAVYGSSGHCVPPADPRVQIVLSEGSGPSGRSVPREQQLPDQGACSSAGGEDEAPGQSGLCEAWGSRASETVMVHQATTSSWVAGSGNRQLAHKETADSENSDIQSLLSLTSEEYTDDIPLL....